Task: Predict the reactants needed to synthesize the given product.. Dataset: Full USPTO retrosynthesis dataset with 1.9M reactions from patents (1976-2016) (1) The reactants are: C(OC([NH:8][C:9]1[O:17][C:16]2[C:11](=[N:12][CH:13]=[C:14]([CH:18]3[CH2:20][CH2:19]3)[CH:15]=2)[C:10]=1[C:21]([OH:23])=O)=O)(C)(C)C.[NH2:24][C:25]1[CH:26]=[N:27][CH:28]=[CH:29][C:30]=1[N:31]1[CH2:36][C@H:35]([CH:37]2[CH2:39][CH2:38]2)[C@@H:34]([O:40][Si](C(C)(C)C)(C)C)[C@H:33]([NH:48]C(=O)OC(C)(C)C)[CH2:32]1. Given the product [NH2:8][C:9]1[O:17][C:16]2[C:11](=[N:12][CH:13]=[C:14]([CH:18]3[CH2:19][CH2:20]3)[CH:15]=2)[C:10]=1[C:21]([NH:24][C:25]1[CH:26]=[N:27][CH:28]=[CH:29][C:30]=1[N:31]1[CH2:36][C@H:35]([CH:37]2[CH2:39][CH2:38]2)[C@@H:34]([OH:40])[C@H:33]([NH2:48])[CH2:32]1)=[O:23], predict the reactants needed to synthesize it. (2) Given the product [CH2:1]([C:3]1[C:14]([F:15])=[CH:13][CH:12]=[C:11]([F:16])[C:4]=1[CH2:5][C:6]1[NH:10][CH:9]=[CH:8][N:7]=1)[CH3:2], predict the reactants needed to synthesize it. The reactants are: [CH2:1]([C:3]1[C:14]([F:15])=[CH:13][CH:12]=[C:11]([F:16])[C:4]=1[CH2:5][C:6]1[NH:7][CH2:8][CH2:9][N:10]=1)[CH3:2].C1(N(Cl)C(=O)N(Cl)C(=O)N1Cl)=O.C1CCN2C(=NCCC2)CC1. (3) Given the product [CH2:4]([N:3]([CH2:6][C:7]1[CH:12]=[CH:11][C:10]([N:13]2[C:22]3[C:17](=[CH:18][C:19]([F:26])=[C:20]([N:75]4[CH2:74][CH2:73][N:72]([C:69]5[CH:68]=[CH:67][C:66]([F:65])=[CH:71][CH:70]=5)[CH2:77][CH2:76]4)[C:21]=3[O:23][CH3:24])[C:16](=[O:27])[C:15]([C:28]([OH:30])=[O:29])=[CH:14]2)=[CH:9][CH:8]=1)[CH2:1][CH3:2])[CH3:5], predict the reactants needed to synthesize it. The reactants are: [CH2:1]([N:3]([CH2:6][C:7]1[CH:12]=[CH:11][C:10]([N:13]2[C:22]3[C:17](=[CH:18][C:19]([F:26])=[C:20](F)[C:21]=3[O:23][CH3:24])[C:16](=[O:27])[C:15]([C:28]([O:30]CC)=[O:29])=[CH:14]2)=[CH:9][CH:8]=1)[CH2:4][CH3:5])[CH3:2].FC1C=C2C(=C(OC)C=1F)N(C1C=CC(CN3CCCC3)=CC=1)C=C(C(OCC)=O)C2=O.[F:65][C:66]1[CH:71]=[CH:70][C:69]([N:72]2[CH2:77][CH2:76][NH:75][CH2:74][CH2:73]2)=[CH:68][CH:67]=1. (4) Given the product [CH3:8][O:7][P:6]([CH2:14][C:20]([C:21]1[CH:26]=[CH:25][CH:24]=[C:23]([C:27]([O:36][CH3:37])([O:34][CH3:35])[C:28]2[CH:29]=[CH:30][CH:31]=[CH:32][CH:33]=2)[CH:22]=1)=[O:38])(=[O:12])[O:4][CH3:5], predict the reactants needed to synthesize it. The reactants are: C1[CH2:5][O:4]CC1.[PH:6](=[O:12])([O-])[O:7][CH:8](C)C.[Li][CH2:14]CCC.CO[C:20](=[O:38])[C:21]1[CH:26]=[CH:25][CH:24]=[C:23]([C:27]([O:36][CH3:37])([O:34][CH3:35])[C:28]2[CH:33]=[CH:32][CH:31]=[CH:30][CH:29]=2)[CH:22]=1. (5) Given the product [F:1][C:2]1([F:26])[CH2:7][CH2:6][C:5]([CH2:9][NH:10][C:11]([C:13]2[C:14]3[CH:15]=[CH:16][C:17]([N:39]4[CH2:40][CH2:41][C@H:37]([F:36])[CH2:38]4)=[N:18][C:19]=3[CH:20]=[CH:21][C:22]=2[Cl:23])=[O:12])([OH:8])[CH2:4][CH:3]1[CH3:25], predict the reactants needed to synthesize it. The reactants are: [F:1][C:2]1([F:26])[CH2:7][CH2:6][C:5]([CH2:9][NH:10][C:11]([C:13]2[C:14]3[CH:15]=[CH:16][C:17](Cl)=[N:18][C:19]=3[CH:20]=[CH:21][C:22]=2[Cl:23])=[O:12])([OH:8])[CH2:4][CH:3]1[CH3:25].CCN(C(C)C)C(C)C.[F:36][C@H:37]1[CH2:41][CH2:40][NH:39][CH2:38]1. (6) The reactants are: O[C:2]1[CH:7]=[CH:6][N:5]=[C:4]([CH2:8][O:9][C:10](=[O:16])[CH2:11][CH2:12][CH2:13][CH2:14][CH3:15])[N:3]=1.CN(C)C1C=CC=CC=1.O=P(Cl)(Cl)[Cl:28]. Given the product [Cl:28][C:2]1[CH:7]=[CH:6][N:5]=[C:4]([CH2:8][O:9][C:10](=[O:16])[CH2:11][CH2:12][CH2:13][CH2:14][CH3:15])[N:3]=1, predict the reactants needed to synthesize it.